Dataset: CYP1A2 inhibition data for predicting drug metabolism from PubChem BioAssay. Task: Regression/Classification. Given a drug SMILES string, predict its absorption, distribution, metabolism, or excretion properties. Task type varies by dataset: regression for continuous measurements (e.g., permeability, clearance, half-life) or binary classification for categorical outcomes (e.g., BBB penetration, CYP inhibition). Dataset: cyp1a2_veith. The result is 0 (non-inhibitor). The compound is C/C(=C\c1ccc(Cl)cc1)C(C)(C)C(=O)O.